This data is from Full USPTO retrosynthesis dataset with 1.9M reactions from patents (1976-2016). The task is: Predict the reactants needed to synthesize the given product. (1) The reactants are: Br[C:2]1[CH:3]=[CH:4][C:5]([N:11]2[CH2:15][CH2:14][CH2:13][CH2:12]2)=[C:6]([C:8](=[O:10])[CH3:9])[CH:7]=1.[CH2:16]([O:20][CH2:21][CH2:22][O:23][C:24]1[CH:29]=[CH:28][C:27](OB(O)O)=[CH:26][CH:25]=1)[CH2:17][CH2:18][CH3:19].C(=O)([O-])[O-].[K+].[K+]. Given the product [CH2:16]([O:20][CH2:21][CH2:22][O:23][C:24]1[CH:25]=[CH:26][C:27]([C:2]2[CH:3]=[CH:4][C:5]([N:11]3[CH2:15][CH2:14][CH2:13][CH2:12]3)=[C:6]([C:8](=[O:10])[CH3:9])[CH:7]=2)=[CH:28][CH:29]=1)[CH2:17][CH2:18][CH3:19], predict the reactants needed to synthesize it. (2) The reactants are: Cl[C:2]1[C:11]2[C:6](=[CH:7][C:8]([F:13])=[C:9]([F:12])[CH:10]=2)[N:5]=[C:4]2[N:14]([C:19]3[CH:24]=[CH:23][CH:22]=[CH:21][N:20]=3)[N:15]=[C:16]([CH2:17][CH3:18])[C:3]=12.Cl.C([OH:28])C. Given the product [CH2:17]([C:16]1[C:3]2[C:2](=[O:28])[C:11]3[C:6](=[CH:7][C:8]([F:13])=[C:9]([F:12])[CH:10]=3)[NH:5][C:4]=2[N:14]([C:19]2[CH:24]=[CH:23][CH:22]=[CH:21][N:20]=2)[N:15]=1)[CH3:18], predict the reactants needed to synthesize it. (3) Given the product [Cl:16][C:17]1[C:18](=[O:38])[NH:19][C:20](/[C:23](/[C:30]2[CH:35]=[CH:34][C:33]([S:36]([CH3:37])(=[O:4])=[O:1])=[CH:32][CH:31]=2)=[CH:24]/[CH:25]2[CH2:29][CH2:28][CH2:27][CH2:26]2)=[CH:21][CH:22]=1, predict the reactants needed to synthesize it. The reactants are: [OH2:1].[H-].C[O:4]CCO[Al+]OCCOC.[Na+].[H-].[Cl:16][C:17]1[C:18](=[O:38])[NH:19][C:20](/[C:23](/[C:30]2[CH:35]=[CH:34][C:33]([S:36][CH3:37])=[CH:32][CH:31]=2)=[CH:24]/[CH:25]2[CH2:29][CH2:28][CH2:27][CH2:26]2)=[CH:21][CH:22]=1. (4) Given the product [CH2:1]([O:3][C:4]1[CH:5]=[C:6]([CH:9]=[C:10]([N+:13]([O-:15])=[O:14])[C:11]=1[OH:12])[CH:7]=[O:8])[CH3:2], predict the reactants needed to synthesize it. The reactants are: [CH2:1]([O:3][C:4]1[CH:5]=[C:6]([CH:9]=[CH:10][C:11]=1[OH:12])[CH:7]=[O:8])[CH3:2].[N+:13]([O-])([OH:15])=[O:14].